From a dataset of Reaction yield outcomes from USPTO patents with 853,638 reactions. Predict the reaction yield, written as a fraction of the theoretical maximum amount of product (1.0 means a 100% yield; for example, 0.34 means a 34% yield). The reactants are [CH3:1][C:2]([CH3:10])=[CH:3][CH2:4][CH2:5][CH2:6][CH2:7][CH2:8]O.C1(P(C2C=CC=CC=2)C2C=CC=CC=2)C=CC=CC=1.C1C(=O)N([Br:37])C(=O)C1. The catalyst is CN(C=O)C. The product is [Br:37][CH2:8][CH2:7][CH2:6][CH2:5][CH2:4][CH:3]=[C:2]([CH3:10])[CH3:1]. The yield is 0.770.